The task is: Regression. Given two drug SMILES strings and cell line genomic features, predict the synergy score measuring deviation from expected non-interaction effect.. This data is from NCI-60 drug combinations with 297,098 pairs across 59 cell lines. (1) Drug 1: CN1C2=C(C=C(C=C2)N(CCCl)CCCl)N=C1CCCC(=O)O.Cl. Drug 2: C1CNP(=O)(OC1)N(CCCl)CCCl. Cell line: SK-MEL-5. Synergy scores: CSS=2.37, Synergy_ZIP=1.47, Synergy_Bliss=2.92, Synergy_Loewe=2.11, Synergy_HSA=0.607. (2) Drug 1: CC12CCC3C(C1CCC2O)C(CC4=C3C=CC(=C4)O)CCCCCCCCCS(=O)CCCC(C(F)(F)F)(F)F. Drug 2: C(CC(=O)O)C(=O)CN.Cl. Cell line: HT29. Synergy scores: CSS=-0.355, Synergy_ZIP=1.43, Synergy_Bliss=1.95, Synergy_Loewe=0.709, Synergy_HSA=-2.03.